From a dataset of Full USPTO retrosynthesis dataset with 1.9M reactions from patents (1976-2016). Predict the reactants needed to synthesize the given product. Given the product [CH3:1][O:2][C:3](=[O:11])[CH2:4][O:5][CH2:6]/[CH:7]=[CH:8]/[CH:9]=[O:10], predict the reactants needed to synthesize it. The reactants are: [CH3:1][O:2][C:3](=[O:11])[CH2:4][O:5][CH2:6]/[CH:7]=[CH:8]\[CH2:9][OH:10].[Cr](Cl)([O-])(=O)=O.[NH+]1C=CC=CC=1.